This data is from NCI-60 drug combinations with 297,098 pairs across 59 cell lines. The task is: Regression. Given two drug SMILES strings and cell line genomic features, predict the synergy score measuring deviation from expected non-interaction effect. (1) Drug 1: C(CN)CNCCSP(=O)(O)O. Drug 2: CC12CCC3C(C1CCC2OP(=O)(O)O)CCC4=C3C=CC(=C4)OC(=O)N(CCCl)CCCl.[Na+]. Cell line: SNB-75. Synergy scores: CSS=8.15, Synergy_ZIP=-3.89, Synergy_Bliss=-0.152, Synergy_Loewe=-1.02, Synergy_HSA=-0.905. (2) Drug 1: CC(C1=C(C=CC(=C1Cl)F)Cl)OC2=C(N=CC(=C2)C3=CN(N=C3)C4CCNCC4)N. Drug 2: CC1C(C(CC(O1)OC2CC(CC3=C2C(=C4C(=C3O)C(=O)C5=C(C4=O)C(=CC=C5)OC)O)(C(=O)C)O)N)O.Cl. Cell line: EKVX. Synergy scores: CSS=28.7, Synergy_ZIP=3.88, Synergy_Bliss=11.7, Synergy_Loewe=10.7, Synergy_HSA=12.0. (3) Drug 1: C1=CN(C(=O)N=C1N)C2C(C(C(O2)CO)O)O.Cl. Drug 2: CC=C1C(=O)NC(C(=O)OC2CC(=O)NC(C(=O)NC(CSSCCC=C2)C(=O)N1)C(C)C)C(C)C. Cell line: OVCAR-8. Synergy scores: CSS=53.7, Synergy_ZIP=-3.59, Synergy_Bliss=-2.37, Synergy_Loewe=-0.603, Synergy_HSA=2.04. (4) Drug 1: CNC(=O)C1=CC=CC=C1SC2=CC3=C(C=C2)C(=NN3)C=CC4=CC=CC=N4. Drug 2: CN(CC1=CN=C2C(=N1)C(=NC(=N2)N)N)C3=CC=C(C=C3)C(=O)NC(CCC(=O)O)C(=O)O. Cell line: SN12C. Synergy scores: CSS=12.7, Synergy_ZIP=-5.07, Synergy_Bliss=-2.51, Synergy_Loewe=-3.24, Synergy_HSA=-1.37. (5) Drug 1: CCCCC(=O)OCC(=O)C1(CC(C2=C(C1)C(=C3C(=C2O)C(=O)C4=C(C3=O)C=CC=C4OC)O)OC5CC(C(C(O5)C)O)NC(=O)C(F)(F)F)O. Drug 2: CC(C)(C#N)C1=CC(=CC(=C1)CN2C=NC=N2)C(C)(C)C#N. Cell line: SK-MEL-28. Synergy scores: CSS=37.3, Synergy_ZIP=-4.69, Synergy_Bliss=-5.60, Synergy_Loewe=-3.69, Synergy_HSA=-3.55. (6) Drug 1: CC(C1=C(C=CC(=C1Cl)F)Cl)OC2=C(N=CC(=C2)C3=CN(N=C3)C4CCNCC4)N. Drug 2: CNC(=O)C1=CC=CC=C1SC2=CC3=C(C=C2)C(=NN3)C=CC4=CC=CC=N4. Cell line: SK-OV-3. Synergy scores: CSS=3.82, Synergy_ZIP=-0.211, Synergy_Bliss=2.29, Synergy_Loewe=-1.37, Synergy_HSA=0.417. (7) Drug 1: C1CN1C2=NC(=NC(=N2)N3CC3)N4CC4. Drug 2: C1CN(P(=O)(OC1)NCCCl)CCCl. Cell line: SK-MEL-28. Synergy scores: CSS=6.17, Synergy_ZIP=-4.10, Synergy_Bliss=-1.28, Synergy_Loewe=-10.1, Synergy_HSA=-2.85.